From a dataset of Forward reaction prediction with 1.9M reactions from USPTO patents (1976-2016). Predict the product of the given reaction. (1) Given the reactants CO[C:3]([CH:7]1[CH2:9][CH2:8]1)(OC)[CH3:4].[C:10]1([SH:16])[CH:15]=[CH:14][CH:13]=[CH:12][CH:11]=1.C1(C)C=CC=CC=1.C12(CS(O)(=O)=O)C(C)(C)C(CC1)CC2=O, predict the reaction product. The product is: [CH:7]1([C:3]([S:16][C:10]2[CH:15]=[CH:14][CH:13]=[CH:12][CH:11]=2)=[CH2:4])[CH2:9][CH2:8]1. (2) Given the reactants [O:1]1[CH:5]=[CH:4][CH:3]=[C:2]1[C:6]1[N:14]=[C:13]([N+]([O-])=O)[N:12]=[C:11]2[C:7]=1[N:8]=[CH:9][N:10]2[CH2:18][C:19]1[CH:24]=[CH:23][C:22]([O:25][CH3:26])=[CH:21][CH:20]=1.[F-].[K+], predict the reaction product. The product is: [CH2:2]([O:1][C:13]1[N:12]=[C:11]2[C:7]([N:8]=[CH:9][N:10]2[CH2:18][C:19]2[CH:24]=[CH:23][C:22]([O:25][CH3:26])=[CH:21][CH:20]=2)=[C:6]([C:2]2[O:1][CH:5]=[CH:4][CH:3]=2)[N:14]=1)[CH2:3][CH2:4][CH3:5]. (3) Given the reactants [F:1][C:2]1[CH:3]=[N:4][CH:5]=[CH:6][C:7]=1[C:8]([C:10]1[C:19]([N+:20]([O-])=O)=[C:18]2[C:13]([CH:14]=[CH:15][CH:16]=[N:17]2)=[CH:12][CH:11]=1)=[O:9], predict the reaction product. The product is: [NH2:20][C:19]1[C:10]([C:8]([C:7]2[CH:6]=[CH:5][N:4]=[CH:3][C:2]=2[F:1])=[O:9])=[CH:11][CH:12]=[C:13]2[C:18]=1[N:17]=[CH:16][CH:15]=[CH:14]2. (4) Given the reactants [F:1][C:2]1[CH:3]=[CH:4][C:5]2[O:9][C:8]3[CH2:10][CH2:11][CH:12]([CH:14]=O)[CH2:13][C:7]=3[C:6]=2[CH:16]=1.[CH3:17][C:18]1[CH:27]=[CH:26][C:25]2[C:20](=[CH:21][CH:22]=[C:23]3[O:31][CH2:30][C@H:29]([CH2:32][NH2:33])[O:28][C:24]3=2)[N:19]=1.[BH3-]C#N.[Na+].CC(O)=O, predict the reaction product. The product is: [F:1][C:2]1[CH:3]=[CH:4][C:5]2[O:9][C:8]3[CH2:10][CH2:11][CH:12]([CH2:14][NH:33][CH2:32][C@@H:29]4[O:28][C:24]5=[C:25]6[C:20](=[CH:21][CH:22]=[C:23]5[O:31][CH2:30]4)[N:19]=[C:18]([CH3:17])[CH:27]=[CH:26]6)[CH2:13][C:7]=3[C:6]=2[CH:16]=1. (5) Given the reactants [CH:1]1([NH:7][C:8]([C:10]2[C:19]3[C:14](=[CH:15][CH:16]=[CH:17][CH:18]=3)[C:13]([S:20](=[O:29])(=[O:28])[NH:21][CH:22]3[CH2:27][CH2:26][NH:25][CH2:24][CH2:23]3)=[CH:12][CH:11]=2)=[O:9])[CH2:6][CH2:5][CH2:4][CH2:3][CH2:2]1.[CH3:30][N:31]([CH3:35])[C:32](Cl)=[O:33].Cl[C:37](OCC)=O, predict the reaction product. The product is: [CH3:30][N:31]([CH3:35])[C:32]([N:25]1[CH2:24][CH2:23][CH:22]([NH:21][S:20]([C:13]2[C:14]3[C:19](=[CH:18][CH:17]=[CH:16][CH:15]=3)[C:10]([C:8](=[O:9])[N:7]([CH:1]3[CH2:6][CH2:5][CH2:4][CH2:3][CH2:2]3)[CH3:37])=[CH:11][CH:12]=2)(=[O:29])=[O:28])[CH2:27][CH2:26]1)=[O:33]. (6) Given the reactants [N:1]1([C:8]2[CH:13]=[CH:12][C:11]([C:14]3[CH:19]=[CH:18][C:17]([O:20][CH2:21][CH2:22][O:23][CH2:24][CH2:25][CH2:26][CH3:27])=[CH:16][CH:15]=3)=[CH:10][C:9]=2/[CH:28]=[C:29](\[CH3:34])/[C:30]([O:32]C)=[O:31])[CH2:7][CH2:6][CH2:5][CH2:4][CH2:3][CH2:2]1.[OH-].[Na+].Cl, predict the reaction product. The product is: [N:1]1([C:8]2[CH:13]=[CH:12][C:11]([C:14]3[CH:19]=[CH:18][C:17]([O:20][CH2:21][CH2:22][O:23][CH2:24][CH2:25][CH2:26][CH3:27])=[CH:16][CH:15]=3)=[CH:10][C:9]=2/[CH:28]=[C:29](\[CH3:34])/[C:30]([OH:32])=[O:31])[CH2:2][CH2:3][CH2:4][CH2:5][CH2:6][CH2:7]1. (7) Given the reactants [O:1]1[CH2:6][CH2:5][CH2:4][CH2:3][CH:2]1[CH2:7][OH:8].[N:9]1([C:14](N2C=CN=C2)=[O:15])[CH:13]=[CH:12][N:11]=[CH:10]1, predict the reaction product. The product is: [N:9]1([C:14]([O:8][CH2:7][CH:2]2[CH2:3][CH2:4][CH2:5][CH2:6][O:1]2)=[O:15])[CH:13]=[CH:12][N:11]=[CH:10]1. (8) The product is: [C:11]1([CH:9]([NH:8][C:4]2[CH:3]=[C:2]([B:17]3[O:21][C:20]([CH3:23])([CH3:22])[C:19]([CH3:25])([CH3:24])[O:18]3)[CH:7]=[CH:6][N:5]=2)[CH3:10])[CH:16]=[CH:15][CH:14]=[CH:13][CH:12]=1. Given the reactants Br[C:2]1[CH:7]=[CH:6][N:5]=[C:4]([NH:8][CH:9]([C:11]2[CH:16]=[CH:15][CH:14]=[CH:13][CH:12]=2)[CH3:10])[CH:3]=1.[B:17]1([B:17]2[O:21][C:20]([CH3:23])([CH3:22])[C:19]([CH3:25])([CH3:24])[O:18]2)[O:21][C:20]([CH3:23])([CH3:22])[C:19]([CH3:25])([CH3:24])[O:18]1.C([O-])(=O)C.[K+].O1CCOCC1, predict the reaction product. (9) Given the reactants [CH2:1]([O:8][C:9]([CH2:11][CH2:12][CH2:13]OC1C=CC(B(O)O)=CC=1)=[O:10])[C:2]1[CH:7]=[CH:6][CH:5]=[CH:4][CH:3]=1.[B:24]([C:27]1[CH:32]=[CH:31][C:30]([CH2:33]CCCC(O)=O)=[CH:29][CH:28]=1)([OH:26])[OH:25].C(Br)C1C=CC=CC=1, predict the reaction product. The product is: [CH2:1]([O:8][C:9](=[O:10])[CH2:11][CH2:12][CH2:13][CH2:33][C:30]1[CH:31]=[CH:32][C:27]([B:24]([OH:26])[OH:25])=[CH:28][CH:29]=1)[C:2]1[CH:3]=[CH:4][CH:5]=[CH:6][CH:7]=1.